Dataset: Catalyst prediction with 721,799 reactions and 888 catalyst types from USPTO. Task: Predict which catalyst facilitates the given reaction. (1) Reactant: C[O:2][C:3](=[O:21])[C:4]1[CH:16]=[C:15]([O:17][CH:18]([F:20])[F:19])[CH:14]=[C:6]([C:7]([N:9]([CH3:13])[CH2:10][CH2:11][CH3:12])=[O:8])[CH:5]=1.[OH-].[Na+].Cl. Product: [F:19][CH:18]([F:20])[O:17][C:15]1[CH:14]=[C:6]([C:7]([N:9]([CH3:13])[CH2:10][CH2:11][CH3:12])=[O:8])[CH:5]=[C:4]([CH:16]=1)[C:3]([OH:21])=[O:2]. The catalyst class is: 5. (2) Reactant: [Cl:1][C:2]1[CH:3]=[C:4]2[C:8](=[CH:9][CH:10]=1)[NH:7][CH:6]=[C:5]2[CH2:11][CH2:12][NH:13][C:14](=[O:22])[C:15]1[CH:20]=[CH:19][CH:18]=[CH:17][C:16]=1I.[CH3:23][O:24][C:25]1[CH:30]=[CH:29][CH:28]=[CH:27][C:26]=1B(O)O.C(=O)([O-])[O-].[Na+].[Na+]. Product: [Cl:1][C:2]1[CH:3]=[C:4]2[C:8](=[CH:9][CH:10]=1)[NH:7][CH:6]=[C:5]2[CH2:11][CH2:12][NH:13][C:14]([C:15]1[C:16]([C:26]2[CH:27]=[CH:28][CH:29]=[CH:30][C:25]=2[O:24][CH3:23])=[CH:17][CH:18]=[CH:19][CH:20]=1)=[O:22]. The catalyst class is: 437. (3) Reactant: [CH2:1]([C:3]1[CH:8]=[CH:7][C:6]([NH:9][C:10](=[O:30])[O:11][CH2:12][C@@H:13]2[CH2:17][C@@H:16]([NH2:18])[CH2:15][N:14]2[C:19](=[O:29])[NH:20][CH2:21][C:22]2[CH:27]=[CH:26][CH:25]=[CH:24][C:23]=2[Cl:28])=[CH:5][CH:4]=1)[CH3:2].[NH:31](C(OC(C)(C)C)=O)[CH2:32][C:33](O)=[O:34].CN(C(ON1N=NC2C=CC=CC1=2)=[N+](C)C)C.F[P-](F)(F)(F)(F)F. Product: [CH2:1]([C:3]1[CH:8]=[CH:7][C:6]([NH:9][C:10](=[O:30])[O:11][CH2:12][C@@H:13]2[CH2:17][C@@H:16]([NH:18][C:33](=[O:34])[CH2:32][NH2:31])[CH2:15][N:14]2[C:19](=[O:29])[NH:20][CH2:21][C:22]2[CH:27]=[CH:26][CH:25]=[CH:24][C:23]=2[Cl:28])=[CH:5][CH:4]=1)[CH3:2]. The catalyst class is: 3. (4) Reactant: [C:1]([O:5][C:6](=[O:20])[NH:7][C:8]1[CH:13]=[C:12](F)[C:11]([C:15]#[N:16])=[CH:10][C:9]=1[N+:17]([O-:19])=[O:18])([CH3:4])([CH3:3])[CH3:2].[NH:21]1[CH2:26][CH2:25][S:24][CH2:23][CH2:22]1. Product: [C:1]([O:5][C:6](=[O:20])[NH:7][C:8]1[CH:13]=[C:12]([N:21]2[CH2:26][CH2:25][S:24][CH2:23][CH2:22]2)[C:11]([C:15]#[N:16])=[CH:10][C:9]=1[N+:17]([O-:19])=[O:18])([CH3:4])([CH3:3])[CH3:2]. The catalyst class is: 16. (5) Reactant: [Cl:1][C:2]1[CH:3]=[C:4]2[C:10]([CH:11]=O)=[CH:9][NH:8][C:5]2=[N:6][CH:7]=1.[Cl-].[OH:14][NH3+:15].C([O-])([O-])=O.[Na+].[Na+]. Product: [Cl:1][C:2]1[CH:3]=[C:4]2[C:10]([CH:11]=[N:15][OH:14])=[CH:9][NH:8][C:5]2=[N:6][CH:7]=1. The catalyst class is: 88. (6) Reactant: [CH3:1][O:2][CH:3]([O:33][C:34]([C:49]1[CH:54]=[CH:53][CH:52]=[CH:51][CH:50]=1)([C:41]1[CH:46]=[CH:45][C:44]([O:47][CH3:48])=[CH:43][CH:42]=1)[C:35]1[CH:40]=[CH:39][CH:38]=[CH:37][CH:36]=1)[CH2:4][CH2:5][CH2:6][NH:7][C:8](=[O:32])[CH2:9][NH:10][C:11](=[O:31])[CH2:12][NH:13]C(OCC1C2C(=CC=CC=2)C2C1=CC=CC=2)=O.N1CCCCC1. Product: [CH3:1][O:2][CH:3]([O:33][C:34]([C:49]1[CH:54]=[CH:53][CH:52]=[CH:51][CH:50]=1)([C:41]1[CH:46]=[CH:45][C:44]([O:47][CH3:48])=[CH:43][CH:42]=1)[C:35]1[CH:40]=[CH:39][CH:38]=[CH:37][CH:36]=1)[CH2:4][CH2:5][CH2:6][NH:7][C:8](=[O:32])[CH2:9][NH:10][C:11](=[O:31])[CH2:12][NH2:13]. The catalyst class is: 10.